This data is from NCI-60 drug combinations with 297,098 pairs across 59 cell lines. The task is: Regression. Given two drug SMILES strings and cell line genomic features, predict the synergy score measuring deviation from expected non-interaction effect. (1) Drug 1: CN(C)C1=NC(=NC(=N1)N(C)C)N(C)C. Drug 2: CC12CCC3C(C1CCC2OP(=O)(O)O)CCC4=C3C=CC(=C4)OC(=O)N(CCCl)CCCl.[Na+]. Cell line: HL-60(TB). Synergy scores: CSS=-7.68, Synergy_ZIP=-1.95, Synergy_Bliss=-12.5, Synergy_Loewe=-19.4, Synergy_HSA=-15.9. (2) Drug 1: C1=CC(=CC=C1CCC2=CNC3=C2C(=O)NC(=N3)N)C(=O)NC(CCC(=O)O)C(=O)O. Drug 2: CC(C)NC(=O)C1=CC=C(C=C1)CNNC.Cl. Cell line: BT-549. Synergy scores: CSS=3.95, Synergy_ZIP=-5.74, Synergy_Bliss=-5.12, Synergy_Loewe=-10.5, Synergy_HSA=-5.11.